From a dataset of Catalyst prediction with 721,799 reactions and 888 catalyst types from USPTO. Predict which catalyst facilitates the given reaction. (1) Reactant: [NH2:1][C:2]1[CH:3]=[CH:4][C:5]([N+:12]([O-:14])=[O:13])=[C:6]([NH:8]C(=O)C)[CH:7]=1.ClC1C=CC([N+]([O-])=O)=C(C=1)N.[CH3:26][O:27][C:28]([C:30]1(OC)[CH2:34][CH2:33][CH:32](OC)O1)=[O:29]. Product: [CH3:26][O:27][C:28]([C:30]1[N:1]([C:2]2[CH:3]=[CH:4][C:5]([N+:12]([O-:14])=[O:13])=[C:6]([NH2:8])[CH:7]=2)[CH:32]=[CH:33][CH:34]=1)=[O:29]. The catalyst class is: 52. (2) Reactant: [Cl:1][C:2]1[CH:10]=[CH:9][C:5]([C:6]([OH:8])=O)=[CH:4][CH:3]=1.C(N1C=CN=C1)(N1C=CN=C1)=O.[Mg+].[C:24]([O:30][CH2:31][CH3:32])(=[O:29])[CH2:25]C([O-])=O.Cl. Product: [Cl:1][C:2]1[CH:3]=[CH:4][C:5]([C:6]([CH2:25][C:24]([O:30][CH2:31][CH3:32])=[O:29])=[O:8])=[CH:9][CH:10]=1. The catalyst class is: 355. (3) Reactant: [OH-:1].[Na+].[Mn]([O-])(=O)(=O)=O.[K+].[CH3:9][C:10]1[N:15]=[C:14]([CH:16]=[O:17])[C:13]([C:18]2[O:19][C:20]([CH3:23])=[CH:21][N:22]=2)=[CH:12][CH:11]=1. Product: [CH3:9][C:10]1[N:15]=[C:14]([C:16]([OH:1])=[O:17])[C:13]([C:18]2[O:19][C:20]([CH3:23])=[CH:21][N:22]=2)=[CH:12][CH:11]=1. The catalyst class is: 20. (4) Reactant: [Br:1][C:2]1[CH:3]=[C:4]([CH3:11])[C:5]([F:10])=[C:6]([CH:9]=1)[CH:7]=O.C([O-])(=O)C.[Na+].Cl.[NH2:18][OH:19]. Product: [Br:1][C:2]1[CH:3]=[C:4]([CH3:11])[C:5]([F:10])=[C:6]([CH:9]=1)/[CH:7]=[N:18]/[OH:19]. The catalyst class is: 8. (5) Reactant: Cl.[CH2:2]([O:9][C@:10]1([CH2:47][O:48]COC)[C@@:14]([CH2:24][O:25]COC)([CH2:15][O:16][CH2:17][C:18]2[CH:23]=[CH:22][CH:21]=[CH:20][CH:19]=2)[O:13][C@@H:12]([N:29]2[CH:37]=[C:35]([CH3:36])[C:33](=[O:34])[N:32]([CH2:38][O:39][CH2:40][C:41]3[CH:46]=[CH:45][CH:44]=[CH:43][CH:42]=3)[C:30]2=[O:31])[CH2:11]1)[C:3]1[CH:8]=[CH:7][CH:6]=[CH:5][CH:4]=1.C(=O)(O)[O-].[Na+]. Product: [CH2:2]([O:9][C@:10]1([CH2:47][OH:48])[C@@:14]([CH2:24][OH:25])([CH2:15][O:16][CH2:17][C:18]2[CH:19]=[CH:20][CH:21]=[CH:22][CH:23]=2)[O:13][C@@H:12]([N:29]2[CH:37]=[C:35]([CH3:36])[C:33](=[O:34])[N:32]([CH2:38][O:39][CH2:40][C:41]3[CH:42]=[CH:43][CH:44]=[CH:45][CH:46]=3)[C:30]2=[O:31])[CH2:11]1)[C:3]1[CH:8]=[CH:7][CH:6]=[CH:5][CH:4]=1. The catalyst class is: 7.